Dataset: Peptide-MHC class II binding affinity with 134,281 pairs from IEDB. Task: Regression. Given a peptide amino acid sequence and an MHC pseudo amino acid sequence, predict their binding affinity value. This is MHC class II binding data. The peptide sequence is WDTRITEADLDDEQE. The MHC is HLA-DQA10201-DQB10402 with pseudo-sequence HLA-DQA10201-DQB10402. The binding affinity (normalized) is 0.